Predict the reactants needed to synthesize the given product. From a dataset of Full USPTO retrosynthesis dataset with 1.9M reactions from patents (1976-2016). (1) The reactants are: [H-].[Na+].[I:3][C:4]1[C:12]2[C:7](=[N:8][CH:9]=[CH:10][C:11]=2[N+:13]([O-:15])=[O:14])[NH:6][CH:5]=1.[CH3:16]I. Given the product [I:3][C:4]1[C:12]2[C:7](=[N:8][CH:9]=[CH:10][C:11]=2[N+:13]([O-:15])=[O:14])[N:6]([CH3:16])[CH:5]=1, predict the reactants needed to synthesize it. (2) Given the product [NH2:5][C:4]1[N:11]([C:7]([CH3:10])([CH3:9])[CH3:8])[N:1]=[C:2]([CH3:6])[CH:3]=1, predict the reactants needed to synthesize it. The reactants are: [NH2:1]/[C:2](/[CH3:6])=[CH:3]\[C:4]#[N:5].[C:7]([NH:11]N)([CH3:10])([CH3:9])[CH3:8]. (3) Given the product [CH3:1][O:2][C:3]([C:4]1[CH:26]([CH:27]([CH3:29])[CH3:28])[CH:25]([C:24]([O:23][CH2:16][C:17]2[CH:18]=[CH:19][CH:20]=[CH:21][CH:22]=2)=[O:30])[N:7]([C:8]2[CH:13]=[CH:12][C:11]([F:14])=[CH:10][CH:9]=2)[N:6]=1)=[O:15], predict the reactants needed to synthesize it. The reactants are: [CH3:1][O:2][C:3](=[O:15])[C:4](=[N:6][NH:7][C:8]1[CH:13]=[CH:12][C:11]([F:14])=[CH:10][CH:9]=1)Cl.[CH2:16]([O:23][C:24](=[O:30])[CH:25]=[CH:26][CH:27]([CH3:29])[CH3:28])[C:17]1[CH:22]=[CH:21][CH:20]=[CH:19][CH:18]=1. (4) Given the product [C:45]([C:40]1[CH:41]=[C:42]2[C:37](=[C:38]([F:49])[CH:39]=1)[C:36](=[O:50])[N:35]([C:7]1[CH:8]=[CH:9][CH:10]=[C:11]([C:12]3[CH:17]=[C:16]([NH:18][C:19]4[N:20]=[CH:21][C:22]([CH:25]5[CH2:30][CH2:29][N:28]([CH2:31][CH3:32])[CH2:27][CH2:26]5)=[CH:23][CH:24]=4)[C:15](=[O:33])[N:14]([CH3:34])[N:13]=3)[C:6]=1[CH2:5][OH:4])[N:44]=[CH:43]2)([CH3:46])([CH3:47])[CH3:48], predict the reactants needed to synthesize it. The reactants are: C([O:4][CH2:5][C:6]1[C:11]([C:12]2[CH:17]=[C:16]([NH:18][C:19]3[CH:24]=[CH:23][C:22]([CH:25]4[CH2:30][CH2:29][N:28]([CH2:31][CH3:32])[CH2:27][CH2:26]4)=[CH:21][N:20]=3)[C:15](=[O:33])[N:14]([CH3:34])[N:13]=2)=[CH:10][CH:9]=[CH:8][C:7]=1[N:35]1[N:44]=[CH:43][C:42]2[C:37](=[C:38]([F:49])[CH:39]=[C:40]([C:45]([CH3:48])([CH3:47])[CH3:46])[CH:41]=2)[C:36]1=[O:50])(=O)C.C(=O)([O-])[O-].[K+].[K+]. (5) Given the product [OH:52][C@@H:50]([CH3:51])[CH2:49][O:48][NH:47][C:3]([C:5]1[CH:10]=[CH:9][N:8]2[CH:11]=[N:12][CH:13]=[C:7]2[C:6]=1[NH:14][C:15]1[CH:20]=[CH:19][C:18]([Br:21])=[CH:17][C:16]=1[F:22])=[O:4], predict the reactants needed to synthesize it. The reactants are: CO[C:3]([C:5]1[CH:10]=[CH:9][N:8]2[CH:11]=[N:12][CH:13]=[C:7]2[C:6]=1[NH:14][C:15]1[CH:20]=[CH:19][C:18]([Br:21])=[CH:17][C:16]=1[F:22])=[O:4].[OH-].[Na+].CCN=C=NCCCN(C)C.C1C=CC2N(O)N=NC=2C=1.Cl.[NH2:47][O:48][CH2:49][C@@H:50]([OH:52])[CH3:51]. (6) Given the product [C:25]([O:29][C:30](=[O:31])[NH:32][C:33]1[N:38]=[CH:37][C:36]([C:2]2[N:11]=[C:10]([N:12]3[CH2:17][CH2:16][O:15][CH2:14][CH2:13]3)[C:9]3[C:4](=[CH:5][C:6]([C:18]4[CH:24]=[CH:23][CH:22]=[C:20]([NH2:21])[CH:19]=4)=[CH:7][CH:8]=3)[N:3]=2)=[CH:35][N:34]=1)([CH3:28])([CH3:26])[CH3:27], predict the reactants needed to synthesize it. The reactants are: Cl[C:2]1[N:11]=[C:10]([N:12]2[CH2:17][CH2:16][O:15][CH2:14][CH2:13]2)[C:9]2[C:4](=[CH:5][C:6]([C:18]3[CH:19]=[C:20]([CH:22]=[CH:23][CH:24]=3)[NH2:21])=[CH:7][CH:8]=2)[N:3]=1.[C:25]([O:29][C:30]([NH:32][C:33]1[N:38]=[CH:37][C:36](B(O)O)=[CH:35][N:34]=1)=[O:31])([CH3:28])([CH3:27])[CH3:26].P([O-])([O-])([O-])=O.[K+].[K+].[K+].O1CCOCC1.